From a dataset of Catalyst prediction with 721,799 reactions and 888 catalyst types from USPTO. Predict which catalyst facilitates the given reaction. (1) Reactant: [CH2:1]([S:3](Cl)(=[O:5])=[O:4])[CH3:2].Cl.[Cl:8][C:9]1[CH:10]=[N:11][N:12]([C:14]2[CH:28]=[CH:27][C:17]([O:18][CH2:19][CH:20]3[CH:25]([NH2:26])[CH2:24][CH2:23][O:22][CH2:21]3)=[C:16]([F:29])[CH:15]=2)[CH:13]=1. Product: [Cl:8][C:9]1[CH:10]=[N:11][N:12]([C:14]2[CH:28]=[CH:27][C:17]([O:18][CH2:19][CH:20]3[CH:25]([NH:26][S:3]([CH2:1][CH3:2])(=[O:5])=[O:4])[CH2:24][CH2:23][O:22][CH2:21]3)=[C:16]([F:29])[CH:15]=2)[CH:13]=1. The catalyst class is: 1. (2) Reactant: [Cl:1][C:2]1[CH:7]=[CH:6][CH:5]=[C:4]([F:8])[C:3]=1[NH:9][C:10]1[NH:11][C:12]2[C:18]3[CH2:19][C:20]([CH3:23])([CH3:22])[O:21][C:17]=3[C:16]([C:24]([NH:26][C:27]3[CH:32]=[CH:31][C:30]([C:33]([F:36])([F:35])[F:34])=[CH:29][CH:28]=3)=[O:25])=[CH:15][C:13]=2[N:14]=1.[C:37]([OH:49])(=[O:48])[CH2:38][C:39]([CH2:44][C:45]([OH:47])=[O:46])([C:41]([OH:43])=[O:42])[OH:40]. The catalyst class is: 21. Product: [OH:40][C:39]([C:41]([OH:43])=[O:42])([CH2:44][C:45]([OH:47])=[O:46])[CH2:38][C:37]([OH:49])=[O:48].[Cl:1][C:2]1[CH:7]=[CH:6][CH:5]=[C:4]([F:8])[C:3]=1[NH:9][C:10]1[NH:11][C:12]2[C:18]3[CH2:19][C:20]([CH3:22])([CH3:23])[O:21][C:17]=3[C:16]([C:24]([NH:26][C:27]3[CH:28]=[CH:29][C:30]([C:33]([F:35])([F:36])[F:34])=[CH:31][CH:32]=3)=[O:25])=[CH:15][C:13]=2[N:14]=1. (3) Reactant: [N:1]1[C:10]2[C:5](=[CH:6][CH:7]=[CH:8][CH:9]=2)[N:4]=[CH:3][C:2]=1[C:11]([OH:13])=O.C1N=CN(C(N2C=NC=C2)=O)C=1.Cl.[NH2:27][CH2:28][C:29]1[CH:37]=[CH:36][CH:35]=[C:34]2[C:30]=1[C:31](=[O:47])[N:32]([CH:39]1[CH2:44][CH2:43][C:42](=[O:45])[NH:41][C:40]1=[O:46])[C:33]2=[O:38].C(N(CC)CC)C. Product: [O:46]=[C:40]1[CH:39]([N:32]2[C:31](=[O:47])[C:30]3[C:34](=[CH:35][CH:36]=[CH:37][C:29]=3[CH2:28][NH:27][C:11]([C:2]3[CH:3]=[N:4][C:5]4[C:10](=[CH:9][CH:8]=[CH:7][CH:6]=4)[N:1]=3)=[O:13])[C:33]2=[O:38])[CH2:44][CH2:43][C:42](=[O:45])[NH:41]1. The catalyst class is: 18.